This data is from NCI-60 drug combinations with 297,098 pairs across 59 cell lines. The task is: Regression. Given two drug SMILES strings and cell line genomic features, predict the synergy score measuring deviation from expected non-interaction effect. Drug 1: C1=CN(C=N1)CC(O)(P(=O)(O)O)P(=O)(O)O. Drug 2: C(=O)(N)NO. Cell line: HCT116. Synergy scores: CSS=5.22, Synergy_ZIP=2.35, Synergy_Bliss=10.7, Synergy_Loewe=1.10, Synergy_HSA=4.07.